This data is from Catalyst prediction with 721,799 reactions and 888 catalyst types from USPTO. The task is: Predict which catalyst facilitates the given reaction. (1) Reactant: [F:1][C:2]1[CH:22]=[CH:21][C:5]([CH2:6][C:7]2[C:16]3[C:11](=[CH:12][CH:13]=[CH:14][C:15]=3[N+:17]([O-])=O)[C:10](=[O:20])[NH:9][N:8]=2)=[CH:4][C:3]=1[C:23]([N:25]1[CH2:30][CH2:29][CH:28]([O:31][CH3:32])[CH2:27][CH2:26]1)=[O:24]. Product: [NH2:17][C:15]1[CH:14]=[CH:13][CH:12]=[C:11]2[C:16]=1[C:7]([CH2:6][C:5]1[CH:21]=[CH:22][C:2]([F:1])=[C:3]([C:23]([N:25]3[CH2:30][CH2:29][CH:28]([O:31][CH3:32])[CH2:27][CH2:26]3)=[O:24])[CH:4]=1)=[N:8][NH:9][C:10]2=[O:20]. The catalyst class is: 63. (2) The catalyst class is: 28. Reactant: CC([C:5]1([N:8]([CH2:12][C:13]2[CH:18]=[C:17]([CH2:19][CH2:20][NH2:21])[CH:16]=[C:15]([Cl:22])[C:14]=2[Cl:23])[C:9](=[O:11])[O-:10])[CH2:7][CH2:6]1)(C)C.CCN([CH:30]([CH3:32])[CH3:31])C(C)C.Cl[C:34]([O:36][CH3:37])=[O:35].Cl[CH2:39]Cl. Product: [CH:5]1([N:8]([CH2:12][C:13]2[CH:18]=[C:17]([CH2:19][CH2:20][NH:21][C:34]([O:36][CH3:37])=[O:35])[CH:16]=[C:15]([Cl:22])[C:14]=2[Cl:23])[C:9](=[O:11])[O:10][C:30]([CH3:32])([CH3:39])[CH3:31])[CH2:6][CH2:7]1. (3) Reactant: C([Li])CCC.Br[C:7]1[CH:12]=[CH:11][C:10]([C:13]([F:16])([F:15])[F:14])=[CH:9][CH:8]=1.[CH3:17][C:18]1[C:23]([F:24])=[C:22](F)[N:21]=[C:20]([F:26])[C:19]=1[F:27]. Product: [CH3:17][C:18]1[C:23]([F:24])=[C:22]([C:7]2[CH:12]=[CH:11][C:10]([C:13]([F:16])([F:15])[F:14])=[CH:9][CH:8]=2)[N:21]=[C:20]([F:26])[C:19]=1[F:27]. The catalyst class is: 27. (4) Reactant: [C:1]([O:5][C:6]([N:8]([CH3:42])[CH2:9][CH:10]([O:34][Si:35]([C:38]([CH3:41])([CH3:40])[CH3:39])([CH3:37])[CH3:36])[CH2:11][O:12][C:13]1[CH:14]=[C:15]([C:19]2[CH:20]=[C:21]([C:31]([OH:33])=O)[C:22]3[CH:27]=[N:26][N:25]([CH:28]([CH3:30])[CH3:29])[C:23]=3[N:24]=2)[CH:16]=[CH:17][CH:18]=1)=[O:7])([CH3:4])([CH3:3])[CH3:2].[NH2:43][CH2:44][CH:45]1[C:50]([CH3:51])=[CH:49][C:48]([CH3:52])=[N:47][C:46]1=[O:53].C1C=CC2N(O)N=NC=2C=1.CN(C(ON1N=NC2C=CC=NC1=2)=[N+](C)C)C.F[P-](F)(F)(F)(F)F.CCN(CC)CC. Product: [Si:35]([O:34][CH:10]([CH2:11][O:12][C:13]1[CH:18]=[CH:17][CH:16]=[C:15]([C:19]2[N:24]=[C:23]3[N:25]([CH:28]([CH3:29])[CH3:30])[N:26]=[CH:27][C:22]3=[C:21]([C:31](=[O:33])[NH:43][CH2:44][CH:45]3[C:50]([CH3:51])=[CH:49][C:48]([CH3:52])=[N:47][C:46]3=[O:53])[CH:20]=2)[CH:14]=1)[CH2:9][N:8]([CH3:42])[C:6](=[O:7])[O:5][C:1]([CH3:3])([CH3:4])[CH3:2])([C:38]([CH3:39])([CH3:40])[CH3:41])([CH3:36])[CH3:37]. The catalyst class is: 4. (5) Reactant: [CH2:1]([C:3]1[S:28][C:6]2[N:7]([CH2:13][C:14]3[CH:19]=[CH:18][C:17]([C:20]4[C:21]([C:26]#[N:27])=[CH:22][CH:23]=[CH:24][CH:25]=4)=[CH:16][CH:15]=3)[C:8](=[O:12])[NH:9][C:10](=[O:11])[C:5]=2[CH:4]=1)[CH3:2].Br[CH2:30][C:31]([C:33]1[CH:38]=[CH:37][C:36]([O:39][CH3:40])=[CH:35][C:34]=1[O:41][CH3:42])=[O:32].CN(C)C=O.[H-].[Na+]. Product: [CH3:42][O:41][C:34]1[CH:35]=[C:36]([O:39][CH3:40])[CH:37]=[CH:38][C:33]=1[C:31](=[O:32])[CH2:30][N:9]1[C:10](=[O:11])[C:5]2[CH:4]=[C:3]([CH2:1][CH3:2])[S:28][C:6]=2[N:7]([CH2:13][C:14]2[CH:19]=[CH:18][C:17]([C:20]3[C:21]([C:26]#[N:27])=[CH:22][CH:23]=[CH:24][CH:25]=3)=[CH:16][CH:15]=2)[C:8]1=[O:12]. The catalyst class is: 13.